From a dataset of TCR-epitope binding with 47,182 pairs between 192 epitopes and 23,139 TCRs. Binary Classification. Given a T-cell receptor sequence (or CDR3 region) and an epitope sequence, predict whether binding occurs between them. The epitope is YIFFASFYY. The TCR CDR3 sequence is CSVVGRVNTGELFF. Result: 1 (the TCR binds to the epitope).